This data is from Aqueous solubility values for 9,982 compounds from the AqSolDB database. The task is: Regression/Classification. Given a drug SMILES string, predict its absorption, distribution, metabolism, or excretion properties. Task type varies by dataset: regression for continuous measurements (e.g., permeability, clearance, half-life) or binary classification for categorical outcomes (e.g., BBB penetration, CYP inhibition). For this dataset (solubility_aqsoldb), we predict Y. (1) The Y is -0.515 log mol/L. The compound is CN[C@@H](CC(C)C)C(=O)O. (2) The molecule is COc1ccc(C(CN(C)C)C2(O)CCCCC2)cc1. The Y is 0.257 log mol/L. (3) The drug is CC(=O)OCCN(CCC#N)c1ccc(N=Nc2c(Cl)cc([N+](=O)[O-])cc2Cl)cc1. The Y is -7.05 log mol/L. (4) The Y is -0.0173 log mol/L. The molecule is CN1C2CCC1[C@@H](C(=O)O)[C@@H](O)C2. (5) The compound is Oc1cnc2ccccc2c1. The Y is -2.39 log mol/L. (6) The drug is CCN1C(=O)C(C#N)=C(C)/C(=N/Nc2ccccc2[N+](=O)[O-])C1=O. The Y is -6.82 log mol/L. (7) The molecule is CCC(=O)OCSc1ncnc2[nH]cnc12. The Y is -2.39 log mol/L. (8) The compound is COC(=O)C1(S(=O)(=O)c2ccc(Br)cc2)CCC1. The Y is -3.55 log mol/L. (9) The compound is Cc1cc(C)c2ccccc2c1. The Y is -4.29 log mol/L.